Dataset: Forward reaction prediction with 1.9M reactions from USPTO patents (1976-2016). Task: Predict the product of the given reaction. Given the reactants C(OC([NH:8][C:9]1[CH:14]=[CH:13][C:12]([C:15]2[S:16][CH:17]=[CH:18][CH:19]=2)=[CH:11][C:10]=1[NH:20][C:21]([C:23]1[CH:34]=[CH:33][C:26]([CH2:27][CH2:28][PH:29](=[O:32])[O:30][CH3:31])=[CH:25][CH:24]=1)=[O:22])=O)(C)(C)C.C(O)(C(F)(F)F)=O, predict the reaction product. The product is: [NH2:8][C:9]1[CH:14]=[CH:13][C:12]([C:15]2[S:16][CH:17]=[CH:18][CH:19]=2)=[CH:11][C:10]=1[NH:20][C:21]([C:23]1[CH:24]=[CH:25][C:26]([CH2:27][CH2:28][PH:29](=[O:32])[O:30][CH3:31])=[CH:33][CH:34]=1)=[O:22].